Task: Predict the product of the given reaction.. Dataset: Forward reaction prediction with 1.9M reactions from USPTO patents (1976-2016) Given the reactants C1CN([P+](ON2N=NC3C=CC=CC2=3)(N2CCCC2)N2CCCC2)CC1.F[P-](F)(F)(F)(F)F.[C:34]1([N:40]=[N:41][C:42]2[CH:50]=[CH:49][C:45]([C:46]([OH:48])=O)=[CH:44][CH:43]=2)[CH:39]=[CH:38][CH:37]=[CH:36][CH:35]=1.[NH2:51][CH2:52][CH2:53][CH2:54][CH2:55][CH2:56][CH2:57][C:58]([O:60][CH3:61])=[O:59], predict the reaction product. The product is: [C:34]1([N:40]=[N:41][C:42]2[CH:43]=[CH:44][C:45]([C:46]([NH:51][CH2:52][CH2:53][CH2:54][CH2:55][CH2:56][CH2:57][C:58]([O:60][CH3:61])=[O:59])=[O:48])=[CH:49][CH:50]=2)[CH:35]=[CH:36][CH:37]=[CH:38][CH:39]=1.